Dataset: Catalyst prediction with 721,799 reactions and 888 catalyst types from USPTO. Task: Predict which catalyst facilitates the given reaction. Reactant: [O:1]1[C:5]2([CH2:10][CH2:9][C:8](=O)[CH2:7][CH2:6]2)[O:4][CH2:3][CH2:2]1.N1[C:16]2[CH:17]=[CH:18][CH:19]=[CH:20][C:15]=2N=N1.[NH:21]1[CH2:25][CH2:24][CH2:23][CH2:22]1.O. Product: [C:15]1([C:8]2([N:21]3[CH2:25][CH2:24][CH2:23][CH2:22]3)[CH2:9][CH2:10][C:5]3([O:4][CH2:3][CH2:2][O:1]3)[CH2:6][CH2:7]2)[CH:20]=[CH:19][CH:18]=[CH:17][CH:16]=1. The catalyst class is: 48.